From a dataset of Catalyst prediction with 721,799 reactions and 888 catalyst types from USPTO. Predict which catalyst facilitates the given reaction. (1) Reactant: [Br:1][C:2]1[C:3]([CH3:15])=[N:4][O:5][C:6]=1[C:7]1([C:10]([O:12]CC)=[O:11])[CH2:9][CH2:8]1.[OH-].[Na+]. Product: [Br:1][C:2]1[C:3]([CH3:15])=[N:4][O:5][C:6]=1[C:7]1([C:10]([OH:12])=[O:11])[CH2:9][CH2:8]1. The catalyst class is: 1. (2) Reactant: [CH3:1][CH:2]([CH2:6][CH2:7][C:8]([OH:10])=[O:9])[C:3]([OH:5])=[O:4].[N:11]([CH2:14][CH2:15][CH2:16][CH2:17][CH2:18][CH2:19][CH2:20][CH2:21]O)=[N+:12]=[N-:13].O. Product: [CH3:1][CH:2]([CH2:6][CH2:7][C:8]([O:10][CH2:21][CH2:20][CH2:19][CH2:18][CH2:17][CH2:16][CH2:15][CH2:14][N:11]=[N+:12]=[N-:13])=[O:9])[C:3]([O:5][CH2:21][CH2:20][CH2:19][CH2:18][CH2:17][CH2:16][CH2:15][CH2:14][N:11]=[N+:12]=[N-:13])=[O:4]. The catalyst class is: 626. (3) The catalyst class is: 144. Product: [Cl:1][C:2]1[CH:7]=[C:6]([C:8]2[CH:13]=[CH:12][C:11]([Cl:14])=[CH:10][CH:9]=2)[CH:5]=[CH:4][C:3]=1[CH2:15][C:16]([OH:29])=[O:17]. Reactant: [Cl:1][C:2]1[CH:7]=[C:6]([C:8]2[CH:13]=[CH:12][C:11]([Cl:14])=[CH:10][CH:9]=2)[CH:5]=[CH:4][C:3]=1[CH2:15][CH:16]=[O:17].CC1(C)N([O])C(C)(C)CCC1.[O-:29]Cl=O.[Na+].[O-]Cl.[Na+]. (4) Reactant: [CH2:1]([C:5]1[CH:10]=[CH:9][C:8]([NH:11][C:12](=[O:14])[CH3:13])=[CH:7][CH:6]=1)[CH2:2][CH2:3][CH3:4].[Br:15]Br. Product: [Br:15][C:7]1[CH:6]=[C:5]([CH2:1][CH2:2][CH2:3][CH3:4])[CH:10]=[CH:9][C:8]=1[NH:11][C:12](=[O:14])[CH3:13]. The catalyst class is: 15. (5) Reactant: [NH:1]1[CH2:7][CH2:6][CH2:5][CH2:4][CH2:3][CH2:2]1.Br[CH2:9][CH2:10][CH2:11][CH3:12].C(=O)([O-])[O-].[K+].[K+]. Product: [CH2:9]([N:1]1[CH2:7][CH2:6][CH2:5][CH2:4][CH2:3][CH2:2]1)[CH2:10][CH2:11][CH3:12]. The catalyst class is: 5.